From a dataset of Catalyst prediction with 721,799 reactions and 888 catalyst types from USPTO. Predict which catalyst facilitates the given reaction. (1) The catalyst class is: 48. Reactant: [H-].[Na+].[C:3]([O:9][CH3:10])(=[O:8])[CH2:4][C:5]([CH3:7])=[O:6].[CH2:11]([O:13][C:14]1[O:15][C:16](=[O:28])[C:17]2[CH:27]=[C:26]3[C:21]([CH2:22][CH2:23][CH2:24][CH2:25]3)=[CH:20][C:18]=2[N:19]=1)[CH3:12]. Product: [C:5](/[C:4](=[C:16](\[C:17]1[C:18]([NH:19][C:14]([O:13][CH2:11][CH3:12])=[O:15])=[CH:20][C:21]2[CH2:22][CH2:23][CH2:24][CH2:25][C:26]=2[CH:27]=1)/[OH:28])/[C:3]([O:9][CH3:10])=[O:8])(=[O:6])[CH3:7]. (2) Reactant: [O:1]1[CH2:4][CH:3]([O:5][C:6]2[N:10]([C:11]3[CH:16]=[CH:15][N:14]=[C:13]([NH2:17])[N:12]=3)[C:9]3[CH:18]=[C:19]([C:22]#[C:23][Si](C)(C)C)[CH:20]=[CH:21][C:8]=3[N:7]=2)[CH2:2]1.CCCC[N+](CCCC)(CCCC)CCCC.[F-]. Product: [C:22]([C:19]1[CH:20]=[CH:21][C:8]2[N:7]=[C:6]([O:5][CH:3]3[CH2:2][O:1][CH2:4]3)[N:10]([C:11]3[CH:16]=[CH:15][N:14]=[C:13]([NH2:17])[N:12]=3)[C:9]=2[CH:18]=1)#[CH:23]. The catalyst class is: 1. (3) Reactant: [F:1][C:2]1[CH:7]=[C:6]([F:8])[CH:5]=[CH:4][C:3]=1[C:9]1[N:10]=[C:11]2[CH2:24][CH2:23][CH2:22][N:12]2[C:13]=1[C:14]1[N:15]=[N:16][C:17]([NH:20][NH2:21])=[CH:18][CH:19]=1.[CH:25]1([CH:28]=O)[CH2:27][CH2:26]1.C(O)(=O)C.C(O)(=O)C.IC1C=CC=CC=1. Product: [CH:25]1([C:28]2[N:16]3[N:15]=[C:14]([C:13]4[N:12]5[CH2:22][CH2:23][CH2:24][C:11]5=[N:10][C:9]=4[C:3]4[CH:4]=[CH:5][C:6]([F:8])=[CH:7][C:2]=4[F:1])[CH:19]=[CH:18][C:17]3=[N:20][N:21]=2)[CH2:27][CH2:26]1. The catalyst class is: 2.